From a dataset of Forward reaction prediction with 1.9M reactions from USPTO patents (1976-2016). Predict the product of the given reaction. (1) Given the reactants [NH2:1][C@H:2]1[CH2:6][CH2:5][N:4]([C:7]2[CH:16]=[CH:15][C:14]3[C:13]([C:17]([NH:19][CH2:20][C:21]4([OH:28])[CH2:27][CH2:26][CH2:25][CH2:24][CH2:23][CH2:22]4)=[O:18])=[C:12]([Cl:29])[CH:11]=[CH:10][C:9]=3[N:8]=2)[CH2:3]1.[CH3:30][C:31]([Si:34]([CH3:40])([CH3:39])[O:35][CH2:36][CH:37]=O)([CH3:33])[CH3:32].C(O[BH-](OC(=O)C)OC(=O)C)(=O)C.[Na+].O, predict the reaction product. The product is: [Si:34]([O:35][CH2:36][CH2:37][NH:1][C@H:2]1[CH2:6][CH2:5][N:4]([C:7]2[CH:16]=[CH:15][C:14]3[C:13]([C:17]([NH:19][CH2:20][C:21]4([OH:28])[CH2:22][CH2:23][CH2:24][CH2:25][CH2:26][CH2:27]4)=[O:18])=[C:12]([Cl:29])[CH:11]=[CH:10][C:9]=3[N:8]=2)[CH2:3]1)([C:31]([CH3:33])([CH3:32])[CH3:30])([CH3:40])[CH3:39]. (2) Given the reactants [F:1][C:2]([F:15])([F:14])[S:3]([O:6]S(C(F)(F)F)(=O)=O)(=[O:5])=[O:4].[Cl:16][C:17]1[C:18](O)=[C:19]([CH:23]=[CH:24][CH:25]=1)[C:20]([NH2:22])=O.C(N(CC)CC)C, predict the reaction product. The product is: [F:1][C:2]([F:15])([F:14])[S:3]([O:6][C:18]1[C:19]([C:20]#[N:22])=[CH:23][CH:24]=[CH:25][C:17]=1[Cl:16])(=[O:5])=[O:4]. (3) Given the reactants [O:1]=[C:2]([OH:14])[C@@H:3]([C@H:5]([C@H:7]([C@@H:9]([C:11]([OH:13])=[O:12])[OH:10])[OH:8])[OH:6])[OH:4].[C:15]1([CH3:25])[CH:20]=[CH:19][C:18](S(O)(=O)=O)=[CH:17][CH:16]=1, predict the reaction product. The product is: [O:1]=[C:2]([O:14][CH2:25][CH2:15][CH2:20][CH2:19][CH2:18][CH2:17][CH3:16])[C@@H:3]([C@H:5]([C@H:7]([C@@H:9]([C:11]([O:13][CH2:25][CH2:15][CH2:16][CH2:17][CH2:18][CH2:19][CH3:20])=[O:12])[OH:10])[OH:8])[OH:6])[OH:4]. (4) Given the reactants [Cl:1][C:2]1[CH:7]=[CH:6][C:5]([NH:8][CH2:9][CH2:10][NH:11][CH2:12][C:13]([O:15]C(C)(C)C)=[O:14])=[CH:4][C:3]=1[C:20](=[O:33])[NH:21][CH2:22][C:23]12[CH2:32][CH:27]3[CH2:28][CH:29]([CH2:31][CH:25]([CH2:26]3)[CH2:24]1)[CH2:30]2.Cl, predict the reaction product. The product is: [ClH:1].[Cl:1][C:2]1[CH:7]=[CH:6][C:5]([NH:8][CH2:9][CH2:10][NH:11][CH2:12][C:13]([OH:15])=[O:14])=[CH:4][C:3]=1[C:20](=[O:33])[NH:21][CH2:22][C:23]12[CH2:30][CH:29]3[CH2:31][CH:25]([CH2:26][CH:27]([CH2:28]3)[CH2:32]1)[CH2:24]2. (5) Given the reactants [F:1][C:2]1[CH:3]=[CH:4][C:5]([N:13]2[CH2:18][CH2:17][N:16]([CH2:19][CH2:20][C:21]3[CH:26]=[CH:25][CH:24]=[C:23]([N+:27]([O-])=O)[CH:22]=3)[CH2:15][CH2:14]2)=[C:6]2[C:11]=1[N:10]=[C:9]([CH3:12])[CH:8]=[CH:7]2.[Cl-].[NH4+], predict the reaction product. The product is: [F:1][C:2]1[CH:3]=[CH:4][C:5]([N:13]2[CH2:14][CH2:15][N:16]([CH2:19][CH2:20][C:21]3[CH:22]=[C:23]([CH:24]=[CH:25][CH:26]=3)[NH2:27])[CH2:17][CH2:18]2)=[C:6]2[C:11]=1[N:10]=[C:9]([CH3:12])[CH:8]=[CH:7]2. (6) Given the reactants C([S@@]([N:7]=[CH:8][CH2:9][CH2:10][C:11]([CH3:23])([CH3:22])[C:12](OCC1C=CC=CC=1)=[O:13])=O)(C)(C)C.[F:24][C:25]1[CH:26]=[C:27]([Mg]Br)[CH:28]=[CH:29][C:30]=1[CH3:31], predict the reaction product. The product is: [F:24][C:25]1[CH:26]=[C:27]([C@H:8]2[NH:7][C:12](=[O:13])[C:11]([CH3:23])([CH3:22])[CH2:10][CH2:9]2)[CH:28]=[CH:29][C:30]=1[CH3:31].